From a dataset of Catalyst prediction with 721,799 reactions and 888 catalyst types from USPTO. Predict which catalyst facilitates the given reaction. Reactant: [NH2:1][CH:2]1[CH2:7][CH2:6][CH:5]([O:8][C:9](=[O:11])[CH3:10])[CH2:4][CH:3]1[C:12]1[CH:17]=[CH:16][C:15]([O:18][CH3:19])=[C:14]([O:20][CH3:21])[CH:13]=1.[CH2:22]([O:26][C:27]1[CH:35]=[CH:34][C:30]([C:31](O)=[O:32])=[CH:29][CH:28]=1)[CH2:23][CH2:24][CH3:25].Cl.C(N=C=NCCCN(C)C)C.O. Product: [CH2:22]([O:26][C:27]1[CH:28]=[CH:29][C:30]([C:31]([NH:1][CH:2]2[CH2:7][CH2:6][CH:5]([O:8][C:9](=[O:11])[CH3:10])[CH2:4][CH:3]2[C:12]2[CH:17]=[CH:16][C:15]([O:18][CH3:19])=[C:14]([O:20][CH3:21])[CH:13]=2)=[O:32])=[CH:34][CH:35]=1)[CH2:23][CH2:24][CH3:25]. The catalyst class is: 119.